Task: Regression. Given a peptide amino acid sequence and an MHC pseudo amino acid sequence, predict their binding affinity value. This is MHC class II binding data.. Dataset: Peptide-MHC class II binding affinity with 134,281 pairs from IEDB (1) The peptide sequence is SERPAIVPPADKYRT. The MHC is HLA-DQA10104-DQB10503 with pseudo-sequence HLA-DQA10104-DQB10503. The binding affinity (normalized) is 0.231. (2) The peptide sequence is KNIPQPVRALLEGFL. The MHC is DRB1_0301 with pseudo-sequence DRB1_0301. The binding affinity (normalized) is 0.212. (3) The peptide sequence is LRLSALRGLFSAVIE. The MHC is HLA-DQA10201-DQB10202 with pseudo-sequence HLA-DQA10201-DQB10202. The binding affinity (normalized) is 0.390. (4) The peptide sequence is AEKFKEDVINDFVSS. The MHC is HLA-DQA10102-DQB10502 with pseudo-sequence HLA-DQA10102-DQB10502. The binding affinity (normalized) is 0.241. (5) The peptide sequence is QLALHKMKSSDAREE. The MHC is DRB1_1302 with pseudo-sequence DRB1_1302. The binding affinity (normalized) is 0.0546. (6) The peptide sequence is DQYKDLCHMHTGVVV. The MHC is DRB1_1501 with pseudo-sequence DRB1_1501. The binding affinity (normalized) is 0.405. (7) The binding affinity (normalized) is 0.813. The peptide sequence is INVGFKAAVAAAAGV. The MHC is HLA-DQA10501-DQB10301 with pseudo-sequence HLA-DQA10501-DQB10301. (8) The peptide sequence is AFKVATTAANAAPAN. The MHC is DRB1_0802 with pseudo-sequence DRB1_0802. The binding affinity (normalized) is 0.671.